This data is from CYP3A4 inhibition data for predicting drug metabolism from PubChem BioAssay. The task is: Regression/Classification. Given a drug SMILES string, predict its absorption, distribution, metabolism, or excretion properties. Task type varies by dataset: regression for continuous measurements (e.g., permeability, clearance, half-life) or binary classification for categorical outcomes (e.g., BBB penetration, CYP inhibition). Dataset: cyp3a4_veith. (1) The molecule is Cc1oc(-c2cccs2)nc1CS(=O)CC(=O)NCCCOC(C)C. The result is 1 (inhibitor). (2) The molecule is COc1ccc(Oc2ncc3nc(C)c(=O)n(C4CC4)c3n2)cc1. The result is 1 (inhibitor).